Dataset: Reaction yield outcomes from USPTO patents with 853,638 reactions. Task: Predict the reaction yield, written as a fraction of the theoretical maximum amount of product (1.0 means a 100% yield; for example, 0.34 means a 34% yield). The reactants are Cl[C:2]1[CH:7]=[CH:6][N:5]=[C:4]([N:8]2[CH2:19][CH2:18][N:17]3[C:10](=[CH:11][C:12]4[CH2:13][C:14]([CH3:21])([CH3:20])[CH2:15][C:16]=43)[C:9]2=[O:22])[C:3]=1[CH:23]=[O:24].[CH3:25][N:26]1[CH:31]=[C:30](B2OC(C)(C)C(C)(C)O2)[CH:29]=[C:28]([NH:41][C:42]2[CH:47]=[CH:46][C:45]([N:48]3[CH2:53][CH2:52][N:51]([CH:54]4[CH2:57][O:56][CH2:55]4)[CH2:50][CH2:49]3)=[CH:44][N:43]=2)[C:27]1=[O:58].[O-]P([O-])([O-])=O.[K+].[K+].[K+]. The catalyst is C1C=CC(P(C2C=CC=CC=2)[C-]2C=CC=C2)=CC=1.C1C=CC(P(C2C=CC=CC=2)[C-]2C=CC=C2)=CC=1.Cl[Pd]Cl.[Fe+2].O1CCCC1. The product is [CH3:25][N:26]1[C:27](=[O:58])[C:28]([NH:41][C:42]2[CH:47]=[CH:46][C:45]([N:48]3[CH2:53][CH2:52][N:51]([CH:54]4[CH2:55][O:56][CH2:57]4)[CH2:50][CH2:49]3)=[CH:44][N:43]=2)=[CH:29][C:30]([C:2]2[C:3]([CH:23]=[O:24])=[C:4]([N:8]3[CH2:19][CH2:18][N:17]4[C:10](=[CH:11][C:12]5[CH2:13][C:14]([CH3:21])([CH3:20])[CH2:15][C:16]=54)[C:9]3=[O:22])[N:5]=[CH:6][CH:7]=2)=[CH:31]1. The yield is 0.610.